From a dataset of Forward reaction prediction with 1.9M reactions from USPTO patents (1976-2016). Predict the product of the given reaction. (1) Given the reactants Cl.Cl.[F:3][C:4]1[CH:5]=[CH:6][C:7]([O:28][CH2:29][C:30]2[CH:35]=[CH:34][C:33]([CH2:36][CH2:37][C:38]3[CH:43]=[CH:42][C:41]([C:44]([F:47])([F:46])[F:45])=[CH:40][CH:39]=3)=[CH:32][CH:31]=2)=[C:8]([CH2:10][CH2:11][NH:12][CH:13]2[CH2:22][CH2:21][CH2:20][C:19]3[N:18]=[C:17]([C:23]([O:25][CH2:26][CH3:27])=[O:24])[CH:16]=[CH:15][C:14]2=3)[CH:9]=1.C(N(CC)CC)C.C(OCC)(=O)C.O, predict the reaction product. The product is: [F:3][C:4]1[CH:5]=[CH:6][C:7]([O:28][CH2:29][C:30]2[CH:35]=[CH:34][C:33]([CH2:36][CH2:37][C:38]3[CH:39]=[CH:40][C:41]([C:44]([F:47])([F:45])[F:46])=[CH:42][CH:43]=3)=[CH:32][CH:31]=2)=[C:8]([CH2:10][CH2:11][NH:12][CH:13]2[CH2:22][CH2:21][CH2:20][C:19]3[N:18]=[C:17]([C:23]([O:25][CH2:26][CH3:27])=[O:24])[CH:16]=[CH:15][C:14]2=3)[CH:9]=1. (2) Given the reactants [CH3:1][O:2][C:3]1[CH:4]=[C:5]([N:11]2[CH2:16][CH2:15][N:14]([C:17]([C:19]3[N:23]([C:24]4[CH:29]=[CH:28][CH:27]=[CH:26][CH:25]=4)[N:22]=[C:21]([CH:30]=[O:31])[CH:20]=3)=[O:18])[CH2:13][CH2:12]2)[CH:6]=[C:7]([O:9][CH3:10])[CH:8]=1.[CH3:32]OC1C=C(/C=C/C(/O)=C/C(/C=C/C2C=CC(O)=C(OC)C=2)=O)C=CC=1O.C[Li].[Cl-].[NH4+], predict the reaction product. The product is: [CH3:1][O:2][C:3]1[CH:4]=[C:5]([N:11]2[CH2:12][CH2:13][N:14]([C:17]([C:19]3[N:23]([C:24]4[CH:29]=[CH:28][CH:27]=[CH:26][CH:25]=4)[N:22]=[C:21]([CH:30]([OH:31])[CH3:32])[CH:20]=3)=[O:18])[CH2:15][CH2:16]2)[CH:6]=[C:7]([O:9][CH3:10])[CH:8]=1. (3) Given the reactants Br[C:2]1[CH:3]=[CH:4][C:5]([C:8]2[CH:9]=[C:10]([CH:12]=[CH:13][CH:14]=2)[NH2:11])=[N:6][CH:7]=1.[C:15]([O:19][C:20]([N:22]1[CH2:27][CH2:26][CH:25]([N:28]2[CH:32]=[C:31](B3OC(C)(C)C(C)(C)O3)[CH:30]=[N:29]2)[CH2:24][CH2:23]1)=[O:21])([CH3:18])([CH3:17])[CH3:16].C(=O)([O-])[O-].[K+].[K+].O, predict the reaction product. The product is: [NH2:11][C:10]1[CH:9]=[C:8]([C:5]2[N:6]=[CH:7][C:2]([C:31]3[CH:30]=[N:29][N:28]([CH:25]4[CH2:24][CH2:23][N:22]([C:20]([O:19][C:15]([CH3:18])([CH3:17])[CH3:16])=[O:21])[CH2:27][CH2:26]4)[CH:32]=3)=[CH:3][CH:4]=2)[CH:14]=[CH:13][CH:12]=1. (4) Given the reactants C([N:8]1[CH2:13][CH2:12][C@@H:11]([C:14]([O:16][CH2:17][CH3:18])=[O:15])[C@H:10]([O:19][Si:20]([C:33]([CH3:36])([CH3:35])[CH3:34])([C:27]2[CH:32]=[CH:31][CH:30]=[CH:29][CH:28]=2)[C:21]2[CH:26]=[CH:25][CH:24]=[CH:23][CH:22]=2)[CH2:9]1)C1C=CC=CC=1.CC(O)=O, predict the reaction product. The product is: [Si:20]([O:19][C@H:10]1[C@H:11]([C:14]([O:16][CH2:17][CH3:18])=[O:15])[CH2:12][CH2:13][NH:8][CH2:9]1)([C:33]([CH3:34])([CH3:35])[CH3:36])([C:27]1[CH:32]=[CH:31][CH:30]=[CH:29][CH:28]=1)[C:21]1[CH:26]=[CH:25][CH:24]=[CH:23][CH:22]=1. (5) Given the reactants [N+:1]([C:4]1[CH:11]=[CH:10][CH:9]=[CH:8][C:5]=1[CH:6]=O)([O-:3])=[O:2].[C:12]([O:20][CH2:21][CH3:22])(=[O:19])[CH2:13][C:14]([O:16][CH2:17][CH3:18])=[O:15].C(=O)([O-])O.[Na+], predict the reaction product. The product is: [N+:1]([C:4]1[CH:11]=[CH:10][CH:9]=[CH:8][C:5]=1[CH:6]=[C:13]([C:14]([O:16][CH2:17][CH3:18])=[O:15])[C:12]([O:20][CH2:21][CH3:22])=[O:19])([O-:3])=[O:2]. (6) Given the reactants [Cl:1][C:2]1[CH:3]=[CH:4][C:5]([C:28]([F:31])([F:30])[F:29])=[C:6]([CH:27]=1)[CH2:7][N:8]1[CH2:13][CH2:12][NH:11][C:10]2[N:14]=[CH:15][C:16]([C:18]3[CH:19]=[C:20]([CH:24]=[CH:25][CH:26]=3)[C:21](O)=[O:22])=[CH:17][C:9]1=2.[F:32][C:33]([F:47])([F:46])[C:34]1[CH:39]=[CH:38][CH:37]=[CH:36][C:35]=1[N:40]1[CH2:45][CH2:44][NH:43][CH2:42][CH2:41]1, predict the reaction product. The product is: [Cl:1][C:2]1[CH:3]=[CH:4][C:5]([C:28]([F:29])([F:31])[F:30])=[C:6]([CH:27]=1)[CH2:7][N:8]1[CH2:13][CH2:12][NH:11][C:10]2[N:14]=[CH:15][C:16]([C:18]3[CH:19]=[C:20]([C:21]([N:43]4[CH2:44][CH2:45][N:40]([C:35]5[CH:36]=[CH:37][CH:38]=[CH:39][C:34]=5[C:33]([F:46])([F:32])[F:47])[CH2:41][CH2:42]4)=[O:22])[CH:24]=[CH:25][CH:26]=3)=[CH:17][C:9]1=2.